From a dataset of Full USPTO retrosynthesis dataset with 1.9M reactions from patents (1976-2016). Predict the reactants needed to synthesize the given product. (1) Given the product [NH2:18][CH2:16][CH2:17][C:4]1[C:9]([CH:8]=[O:7])=[N:10][NH:6][CH:5]=1, predict the reactants needed to synthesize it. The reactants are: BrC1S[CH:4]=[CH:5][N:6]=1.[OH:7][CH2:8][CH2:9][N:10]1CCNCC1.[CH2:16]([N:18](CC)CC)[CH3:17]. (2) Given the product [CH3:1][O:2][C:3]1[CH:12]=[CH:11][CH:10]=[C:9]2[C:4]=1[CH:5]=[C:6]([C:24]([OH:23])=[O:26])[CH2:7][O:8]2, predict the reactants needed to synthesize it. The reactants are: [CH3:1][O:2][C:3]1[CH:12]=[CH:11][CH:10]=[C:9]2[C:4]=1[CH2:5][C:6](=O)[CH2:7][O:8]2.OC1C=CC=C([O:23][CH3:24])C=1C=O.C[O:26]C1C=CC=C2C=1C=C(C#N)CO2.C1N2CCN(CC2)C1. (3) Given the product [CH3:16][C:8]1[CH:9]=[C:10]([N+:13]([O-:15])=[O:14])[CH:11]=[CH:12][C:7]=1[C:4]1[CH:5]=[N:36][C:32]2[N:33]([N:34]=[CH:35][C:31]=2[C:27]2[CH:28]=[CH:29][CH:30]=[C:25]([N:22]3[CH2:23][CH2:24][N:19]([CH3:18])[CH2:20][CH2:21]3)[CH:26]=2)[C:3]=1[NH2:2], predict the reactants needed to synthesize it. The reactants are: C[N:2](C)/[CH:3]=[C:4](/[C:7]1[CH:12]=[CH:11][C:10]([N+:13]([O-:15])=[O:14])=[CH:9][C:8]=1[CH3:16])\[C:5]#N.[CH3:18][N:19]1[CH2:24][CH2:23][N:22]([C:25]2[CH:26]=[C:27]([C:31]3[CH:35]=[N:34][NH:33][C:32]=3[NH2:36])[CH:28]=[CH:29][CH:30]=2)[CH2:21][CH2:20]1.C(O)(=O)C.CO. (4) Given the product [Cl:11][C:12]1[N:17]2[N:18]=[CH:19][C:20]([C:21]3[CH:26]=[CH:25][CH:24]=[CH:23][CH:22]=3)=[C:16]2[N:15]=[C:14]([CH3:27])[C:13]=1[CH:28]([OH:41])[C:29]([O:31][CH3:32])=[O:30], predict the reactants needed to synthesize it. The reactants are: C[Si]([N-][Si](C)(C)C)(C)C.[K+].[Cl:11][C:12]1[N:17]2[N:18]=[CH:19][C:20]([C:21]3[CH:26]=[CH:25][CH:24]=[CH:23][CH:22]=3)=[C:16]2[N:15]=[C:14]([CH3:27])[C:13]=1[CH2:28][C:29]([O:31][CH3:32])=[O:30].C1(C2[O:41]N2S(C2C=CC=CC=2)(=O)=O)C=CC=CC=1. (5) Given the product [F:23][C:21]1[CH:20]=[CH:19][C:17]2[N:18]=[C:14]([NH:13][C@H:9]3[CH2:10][CH2:11][CH2:12][C@@H:8]3[N:6]([CH3:7])[C:4](=[O:5])[C:3]3[CH:2]=[CH:27][CH:26]=[CH:25][C:24]=3[C:35]3[N:34]=[CH:41][CH:42]=[CH:38][N:37]=3)[S:15][C:16]=2[CH:22]=1, predict the reactants needed to synthesize it. The reactants are: F[C:2]1[CH:27]=[CH:26][CH:25]=[C:24](F)[C:3]=1[C:4]([N:6]([C@H:8]1[CH2:12][CH2:11][CH2:10][C@@H:9]1[NH:13][C:14]1[S:15][C:16]2[CH:22]=[C:21]([F:23])[CH:20]=[CH:19][C:17]=2[N:18]=1)[CH3:7])=[O:5].FC1C=CC2[N:34]=[C:35]([NH:37][C@H:38]3[CH2:42][CH2:41]C[C@@H]3NC)SC=2C=1.N1C=CC=NC=1C1C=CC=CC=1C(O)=O. (6) Given the product [C:7]([C:11]1[CH:16]=[CH:15][C:14]([O:17][CH2:20][C:21]([O:23][C:24]([CH3:27])([CH3:26])[CH3:25])=[O:22])=[CH:13][C:12]=1[Cl:18])([CH3:10])([CH3:8])[CH3:9], predict the reactants needed to synthesize it. The reactants are: C(=O)([O-])[O-].[K+].[K+].[C:7]([C:11]1[CH:16]=[CH:15][C:14]([OH:17])=[CH:13][C:12]=1[Cl:18])([CH3:10])([CH3:9])[CH3:8].Br[CH2:20][C:21]([O:23][C:24]([CH3:27])([CH3:26])[CH3:25])=[O:22].